Dataset: Full USPTO retrosynthesis dataset with 1.9M reactions from patents (1976-2016). Task: Predict the reactants needed to synthesize the given product. (1) Given the product [I:20][C:21]1[CH:26]=[C:25]([N:13]2[C:11]3=[N:12][C:7]([C:5]4[CH:4]=[N:3][N:2]([CH3:1])[CH:6]=4)=[CH:8][CH:9]=[C:10]3[C:15]([C:16]([O:18][CH3:19])=[O:17])=[N:14]2)[CH:24]=[CH:23][CH:22]=1, predict the reactants needed to synthesize it. The reactants are: [CH3:1][N:2]1[CH:6]=[C:5]([C:7]2[N:12]=[C:11]3[NH:13][N:14]=[C:15]([C:16]([O:18][CH3:19])=[O:17])[C:10]3=[CH:9][CH:8]=2)[CH:4]=[N:3]1.[I:20][C:21]1[CH:22]=[C:23](B(O)O)[CH:24]=[CH:25][CH:26]=1. (2) Given the product [OH:2][C:3]1[N:8]=[C:7]([C:9]([NH:11][CH2:12][CH:13]2[CH2:14][CH2:15][O:16][CH2:17][CH2:18]2)=[O:10])[C:6]([NH:19][C:20]([C:22]2[C:31]3[C:26](=[CH:27][CH:28]=[CH:29][CH:30]=3)[C:25]([CH2:32][N:33]3[CH:37]=[CH:36][N:35]=[N:34]3)=[CH:24][CH:23]=2)=[O:21])=[CH:5][CH:4]=1, predict the reactants needed to synthesize it. The reactants are: C[O:2][C:3]1[N:8]=[C:7]([C:9]([NH:11][CH2:12][CH:13]2[CH2:18][CH2:17][O:16][CH2:15][CH2:14]2)=[O:10])[C:6]([NH:19][C:20]([C:22]2[C:31]3[C:26](=[CH:27][CH:28]=[CH:29][CH:30]=3)[C:25]([CH2:32][N:33]3[CH:37]=[CH:36][N:35]=[N:34]3)=[CH:24][CH:23]=2)=[O:21])=[CH:5][CH:4]=1.Cl.N1C=CC=CC=1. (3) Given the product [C:1]1([C:7]2[C:20]3[CH:19]=[CH:18][C:17]4[CH:21]=[CH:22][CH:23]=[CH:24][C:16]=4[C:15]=3[N:14]=[C:13]3[C:8]=2[CH:9]=[CH:10][C:11]2[CH:28]=[CH:27][CH:26]=[CH:25][C:12]=23)[CH:6]=[CH:5][CH:4]=[CH:3][CH:2]=1, predict the reactants needed to synthesize it. The reactants are: [C:1]1([C:7]2[C:20]3[CH2:19][CH2:18][C:17]4[CH:21]=[CH:22][CH:23]=[CH:24][C:16]=4[C:15]=3[N:14]=[C:13]3[C:8]=2[CH2:9][CH2:10][C:11]2[CH:28]=[CH:27][CH:26]=[CH:25][C:12]=23)[CH:6]=[CH:5][CH:4]=[CH:3][CH:2]=1.ClC1C(=O)C(C#N)=C(C#N)C(=O)C=1Cl. (4) Given the product [N+:16]([C:19]1[CH:20]=[CH:21][C:22]([C:26]([F:31])([F:32])[F:10])=[C:23]([OH:25])[CH:24]=1)([O-:18])=[O:17], predict the reactants needed to synthesize it. The reactants are: COC1C=C(C(F)(F)[F:10])C=C([N+]([O-])=O)C=1.[N+:16]([C:19]1[CH:20]=[CH:21][C:22]([C:26]([F:32])([F:31])C(F)(F)F)=[C:23]([OH:25])[CH:24]=1)([O-:18])=[O:17]. (5) Given the product [CH2:14]([N:16]1[C:20]([CH3:21])=[C:19]([CH2:22][N:23]([C:24]2[CH:25]=[CH:26][C:27]([CH:30]([CH3:32])[CH3:31])=[CH:28][CH:29]=2)[C:11]([CH:1]2[C:10]3[C:5](=[CH:6][CH:7]=[CH:8][CH:9]=3)[CH2:4][CH2:3][CH2:2]2)=[O:13])[C:18]([CH3:33])=[N:17]1)[CH3:15], predict the reactants needed to synthesize it. The reactants are: [CH:1]1([C:11]([OH:13])=O)[C:10]2[C:5](=[CH:6][CH:7]=[CH:8][CH:9]=2)[CH2:4][CH2:3][CH2:2]1.[CH2:14]([N:16]1[C:20]([CH3:21])=[C:19]([CH2:22][NH:23][C:24]2[CH:29]=[CH:28][C:27]([CH:30]([CH3:32])[CH3:31])=[CH:26][CH:25]=2)[C:18]([CH3:33])=[N:17]1)[CH3:15].